From a dataset of Forward reaction prediction with 1.9M reactions from USPTO patents (1976-2016). Predict the product of the given reaction. (1) Given the reactants [CH3:1][C:2]1[O:3][C:4](=O)[C:5]2[C:10]([CH:11]=1)=[CH:9][CH:8]=[C:7]([C:12]([O:14][CH3:15])=[O:13])[CH:6]=2.[NH3:17].Cl, predict the reaction product. The product is: [OH:3][C:4]1[C:5]2[C:10](=[CH:9][CH:8]=[C:7]([C:12]([O:14][CH3:15])=[O:13])[CH:6]=2)[CH:11]=[C:2]([CH3:1])[N:17]=1. (2) Given the reactants [F:1][C:2]([F:15])([F:14])[C:3]1[CH:8]=[CH:7][C:6]([CH:9]=[CH:10][C:11](=[S:13])[NH2:12])=[CH:5][CH:4]=1.[Cl:16][CH2:17][C:18]([CH2:20]Cl)=[O:19], predict the reaction product. The product is: [ClH:16].[Cl:16][CH2:17][C:18](=[O:19])[CH2:20][S:13][C:11](=[NH:12])[CH:10]=[CH:9][C:6]1[CH:7]=[CH:8][C:3]([C:2]([F:1])([F:14])[F:15])=[CH:4][CH:5]=1. (3) The product is: [Cl:1][C:2]1[CH:3]=[C:4]([C:9]2[NH:10][C:11]3[C:16]([C:17]=2[CH:30]([NH2:31])[C:29]2[CH:34]=[CH:35][CH:36]=[C:27]([O:20][C:21]4[CH:22]=[CH:23][CH:24]=[CH:25][CH:26]=4)[CH:28]=2)=[CH:15][CH:14]=[CH:13][CH:12]=3)[CH:5]=[CH:6][C:7]=1[F:8]. Given the reactants [Cl:1][C:2]1[CH:3]=[C:4]([C:9]2[N:10](C)[C:11]3[C:16]([CH:17]=2)=[CH:15][CH:14]=[CH:13][CH:12]=3)[CH:5]=[CH:6][C:7]=1[F:8].[Cl-].[O:20]([C:27]1[CH:28]=[C:29]([CH:34]=[CH:35][CH:36]=1)[CH:30]=[N+:31](C)C)[C:21]1[CH:26]=[CH:25][CH:24]=[CH:23][CH:22]=1.O(C1C=C(C=CC=1)C=O)C1C=CC=CC=1.CNC, predict the reaction product. (4) Given the reactants [N+:1]([C:4]1[CH:9]=[CH:8][C:7]([C:10]2[CH:14]=[CH:13][NH:12][N:11]=2)=[CH:6][CH:5]=1)([O-:3])=[O:2].[C:15](=O)([O-])[O-].[Cs+].[Cs+].IC, predict the reaction product. The product is: [CH3:15][N:12]1[CH:13]=[CH:14][C:10]([C:7]2[CH:6]=[CH:5][C:4]([N+:1]([O-:3])=[O:2])=[CH:9][CH:8]=2)=[N:11]1. (5) Given the reactants [Cl:1][C:2]1[CH:7]=[CH:6][C:5]([NH:8]N)=[CH:4][CH:3]=1.COC(OC)CCCNC.ClC1C=[C:23]2[C:27](=CC=1)NC=[C:24]2[CH2:30][CH2:31][NH:32][CH3:33].C=O, predict the reaction product. The product is: [Cl:1][C:2]1[CH:7]=[C:6]2[C:5](=[CH:4][CH:3]=1)[NH:8][C:23]1[CH2:27][N:32]([CH3:33])[CH2:31][CH2:30][C:24]2=1. (6) The product is: [Cl:1][C:2]1[N:7]=[C:6]([CH2:8][C:9]([C:11]2[O:12][CH:13]=[CH:14][C:15]=2[CH3:16])=[N:18][OH:19])[CH:5]=[CH:4][CH:3]=1. Given the reactants [Cl:1][C:2]1[N:7]=[C:6]([CH2:8][C:9]([C:11]2[O:12][CH:13]=[CH:14][C:15]=2[CH3:16])=O)[CH:5]=[CH:4][CH:3]=1.Cl.[NH2:18][OH:19].[OH-].[Na+], predict the reaction product. (7) Given the reactants [CH2:1]([N:3]([CH2:12][CH2:13][OH:14])[C:4]1[CH:9]=[CH:8][C:7]([NH2:10])=[CH:6][C:5]=1[CH3:11])[CH3:2].[S:15](=[O:19])(=[O:18])([OH:17])[OH:16], predict the reaction product. The product is: [S:15]([OH:19])([OH:18])(=[O:17])=[O:16].[CH2:1]([N:3]([CH2:12][CH2:13][OH:14])[C:4]1[CH:9]=[CH:8][C:7]([NH2:10])=[CH:6][C:5]=1[CH3:11])[CH3:2]. (8) Given the reactants [N:1]1[CH:6]=[CH:5][CH:4]=[N:3][C:2]=1[C:7]#N.[C:9]([O-])(O)=[O:10].[Na+].[OH2:14], predict the reaction product. The product is: [N:1]1[CH:6]=[CH:5][CH:4]=[N:3][C:2]=1[C:7]([O:10][CH3:9])=[O:14]. (9) Given the reactants Br[C:2]1[CH:3]=[C:4]([O:17]C)[C:5]([O:15]C)=[N:6][C:7]=1[C:8]1[CH:13]=[CH:12][C:11]([F:14])=[CH:10][CH:9]=1.[C:19]([C:21]1[CH:27]=[CH:26][C:24]([NH2:25])=[CH:23][CH:22]=1)#[N:20].[Cl-].C(C1C=CC=C(C(C)C)C=1[N+]1C=CN(C2C(C(C)C)=CC=CC=2C(C)C)C=1)(C)C.CC([O-])(C)C.[K+], predict the reaction product. The product is: [F:14][C:11]1[CH:12]=[CH:13][C:8]([C:7]2[NH:6][C:5](=[O:15])[C:4]([OH:17])=[CH:3][C:2]=2[NH:25][C:24]2[CH:26]=[CH:27][C:21]([C:19]#[N:20])=[CH:22][CH:23]=2)=[CH:9][CH:10]=1.